This data is from hERG channel blocking data for cardiac toxicity assessment. The task is: Regression/Classification. Given a drug SMILES string, predict its toxicity properties. Task type varies by dataset: regression for continuous values (e.g., LD50, hERG inhibition percentage) or binary classification for toxic/non-toxic outcomes (e.g., AMES mutagenicity, cardiotoxicity, hepatotoxicity). Dataset: herg. (1) The molecule is CC(C)Oc1cc([C@H](C2=CN[C@@H](C(C)(C)O)C=C2)c2cc[n+]([O-])cc2)ccc1OC(F)F. The result is 0 (non-blocker). (2) The drug is O=C1CN(CCc2ccc(F)cc2)CCN1[C@H]1CCc2cc(CN3CCC(C(F)(F)F)CC3)ccc2C1. The result is 1 (blocker).